This data is from Forward reaction prediction with 1.9M reactions from USPTO patents (1976-2016). The task is: Predict the product of the given reaction. Given the reactants [CH3:1][C:2]1[CH:7]=[CH:6][C:5]([S:8](Cl)(=[O:10])=[O:9])=[CH:4][CH:3]=1.[NH2:12][C@H:13]([C:34]1[CH:39]=[CH:38][CH:37]=[CH:36][CH:35]=1)[CH2:14][CH2:15][N:16]1[CH2:21][CH2:20][CH:19]([C:22]2[CH:23]=[C:24]([NH:28][C:29](=[O:33])[CH:30]([CH3:32])[CH3:31])[CH:25]=[CH:26][CH:27]=2)[CH2:18][CH2:17]1, predict the reaction product. The product is: [CH3:31][CH:30]([CH3:32])[C:29]([NH:28][C:24]1[CH:25]=[CH:26][CH:27]=[C:22]([CH:19]2[CH2:18][CH2:17][N:16]([CH2:15][CH2:14][C@H:13]([NH:12][S:8]([C:5]3[CH:6]=[CH:7][C:2]([CH3:1])=[CH:3][CH:4]=3)(=[O:10])=[O:9])[C:34]3[CH:35]=[CH:36][CH:37]=[CH:38][CH:39]=3)[CH2:21][CH2:20]2)[CH:23]=1)=[O:33].